This data is from Reaction yield outcomes from USPTO patents with 853,638 reactions. The task is: Predict the reaction yield, written as a fraction of the theoretical maximum amount of product (1.0 means a 100% yield; for example, 0.34 means a 34% yield). (1) The reactants are [CH3:1][C:2]1[CH:3]([C:10]2[CH:17]=[CH:16][CH:15]=[CH:14][C:11]=2[CH:12]=O)[C:4]([CH3:9])=[C:5]([CH3:8])[C:6]=1[CH3:7].[F:18][C:19]1[C:24]([NH:25][NH2:26])=[C:23]([F:27])[C:22]([F:28])=[C:21]([F:29])[C:20]=1[F:30]. The catalyst is C(O)C. The product is [F:18][C:19]1[C:24]([NH:25][N:26]=[CH:12][C:11]2[CH:14]=[CH:15][CH:16]=[CH:17][C:10]=2[CH:3]2[C:2]([CH3:1])=[C:6]([CH3:7])[C:5]([CH3:8])=[C:4]2[CH3:9])=[C:23]([F:27])[C:22]([F:28])=[C:21]([F:29])[C:20]=1[F:30]. The yield is 0.970. (2) The reactants are [Cl:1][C:2]1[CH:10]=[C:9]([Cl:11])[CH:8]=[CH:7][C:3]=1[C:4](Cl)=[O:5].[NH2:12][C:13]1[N:14]=[C:15]([O:32][CH3:33])[N:16]([C:25]2[CH:30]=[CH:29][C:28]([F:31])=[CH:27][CH:26]=2)[C:17]=1[C:18]([O:20][C:21]([CH3:24])([CH3:23])[CH3:22])=[O:19].CCN(C(C)C)C(C)C. The yield is 0.560. The catalyst is C(Cl)Cl. The product is [Cl:1][C:2]1[CH:10]=[C:9]([Cl:11])[CH:8]=[CH:7][C:3]=1[C:4]([NH:12][C:13]1[N:14]=[C:15]([O:32][CH3:33])[N:16]([C:25]2[CH:26]=[CH:27][C:28]([F:31])=[CH:29][CH:30]=2)[C:17]=1[C:18]([O:20][C:21]([CH3:22])([CH3:23])[CH3:24])=[O:19])=[O:5]. (3) The reactants are [CH3:1][C:2]([CH3:53])([CH3:52])[CH2:3][NH:4][C:5]([C:7]1[CH:12]=[CH:11][CH:10]=[C:9]([C:13]2[C:21]3[C:16](=[CH:17][CH:18]=[C:19]([C:22]4[N:26]=[CH:25][N:24](C(C5C=CC=CC=5)(C5C=CC=CC=5)C5C=CC=CC=5)[N:23]=4)[CH:20]=3)[N:15](C3CCCCO3)[N:14]=2)[CH:8]=1)=[O:6].Cl.C(=O)(O)[O-].[Na+]. The catalyst is O1CCOCC1. The product is [NH:23]1[C:22]([C:19]2[CH:20]=[C:21]3[C:16](=[CH:17][CH:18]=2)[NH:15][N:14]=[C:13]3[C:9]2[CH:8]=[C:7]([C:5]([NH:4][CH2:3][C:2]([CH3:53])([CH3:52])[CH3:1])=[O:6])[CH:12]=[CH:11][CH:10]=2)=[N:26][CH:25]=[N:24]1. The yield is 0.210. (4) The reactants are [CH3:1][O:2][C:3]1[N:8]=[CH:7][C:6](B(O)O)=[CH:5][N:4]=1.[CH2:12]([N:19]([CH2:31][C:32]1[CH:37]=[CH:36][CH:35]=[CH:34][CH:33]=1)[C@@H:20]1[CH2:29][CH2:28][C:27]2[C:22](=[C:23](Br)[CH:24]=[CH:25][CH:26]=2)[CH2:21]1)[C:13]1[CH:18]=[CH:17][CH:16]=[CH:15][CH:14]=1. No catalyst specified. The product is [CH2:31]([N:19]([CH2:12][C:13]1[CH:18]=[CH:17][CH:16]=[CH:15][CH:14]=1)[C@@H:20]1[CH2:29][CH2:28][C:27]2[C:22](=[C:23]([C:6]3[CH:5]=[N:4][C:3]([O:2][CH3:1])=[N:8][CH:7]=3)[CH:24]=[CH:25][CH:26]=2)[CH2:21]1)[C:32]1[CH:33]=[CH:34][CH:35]=[CH:36][CH:37]=1. The yield is 0.630. (5) The reactants are Br[C:2]1[CH:7]=[CH:6][C:5]([Br:8])=[CH:4][N:3]=1.[Cl-].C([O-])(O)=O.[Na+].[CH2:15]1[CH2:19]OC[CH2:16]1. The catalyst is C1C=CC([P]([Pd]([P](C2C=CC=CC=2)(C2C=CC=CC=2)C2C=CC=CC=2)([P](C2C=CC=CC=2)(C2C=CC=CC=2)C2C=CC=CC=2)[P](C2C=CC=CC=2)(C2C=CC=CC=2)C2C=CC=CC=2)(C2C=CC=CC=2)C2C=CC=CC=2)=CC=1. The product is [Br:8][C:5]1[CH:6]=[CH:7][C:2]([CH:16]2[CH2:15][CH2:19]2)=[N:3][CH:4]=1. The yield is 1.03. (6) The product is [OH:42][CH2:41][C:37]1[CH:36]=[C:35]([NH:34][C:7]2[C:8]3[CH2:28][N:27]([C:29](=[O:31])[CH3:30])[CH2:26][CH2:25][C:9]=3[N:10]=[C:11]([NH:13][C:14]3[CH:15]=[CH:16][C:17]([C:20]4[O:24][CH:23]=[N:22][CH:21]=4)=[CH:18][CH:19]=3)[N:12]=2)[CH:40]=[CH:39][CH:38]=1. The yield is 0.220. The reactants are FC(F)(F)S(O[C:7]1[C:8]2[CH2:28][N:27]([C:29](=[O:31])[CH3:30])[CH2:26][CH2:25][C:9]=2[N:10]=[C:11]([NH:13][C:14]2[CH:19]=[CH:18][C:17]([C:20]3[O:24][CH:23]=[N:22][CH:21]=3)=[CH:16][CH:15]=2)[N:12]=1)(=O)=O.[NH2:34][C:35]1[CH:36]=[C:37]([CH2:41][OH:42])[CH:38]=[CH:39][CH:40]=1. The catalyst is CS(C)=O. (7) The reactants are FC(F)(F)C(O)=O.C(OC(=O)[NH:14][CH2:15][C:16]([N:18]1[CH2:23][CH2:22][N:21]([C:24]([N:26]2[CH:30]([C:31]3[CH:36]=[CH:35][C:34]([Cl:37])=[CH:33][CH:32]=3)[CH:29]([C:38]3[CH:43]=[CH:42][C:41]([Cl:44])=[CH:40][CH:39]=3)[N:28]=[C:27]2[C:45]2[CH:50]=[CH:49][C:48]([O:51][CH3:52])=[CH:47][C:46]=2[O:53][CH:54]([CH3:56])[CH3:55])=[O:25])[CH2:20][CH2:19]1)=[O:17])(C)(C)C. The catalyst is C(Cl)Cl. The product is [NH2:14][CH2:15][C:16]([N:18]1[CH2:23][CH2:22][N:21]([C:24]([N:26]2[CH:30]([C:31]3[CH:32]=[CH:33][C:34]([Cl:37])=[CH:35][CH:36]=3)[CH:29]([C:38]3[CH:43]=[CH:42][C:41]([Cl:44])=[CH:40][CH:39]=3)[N:28]=[C:27]2[C:45]2[CH:50]=[CH:49][C:48]([O:51][CH3:52])=[CH:47][C:46]=2[O:53][CH:54]([CH3:56])[CH3:55])=[O:25])[CH2:20][CH2:19]1)=[O:17]. The yield is 0.650. (8) The reactants are C(OC(=O)[NH:7][CH2:8][CH2:9][O:10][C:11]1[C:12]([CH3:31])=[C:13]2[N:18]([CH:19]=1)[N:17]=[CH:16][N:15]=[C:14]2[O:20][C:21]1[C:22]([F:30])=[C:23]2[CH:29]=[CH:28][NH:27][C:24]2=[N:25][CH:26]=1)(C)(C)C.FC(F)(F)C(O)=O. The catalyst is ClCCl. The product is [F:30][C:22]1[C:21]([O:20][C:14]2[C:13]3=[C:12]([CH3:31])[C:11]([O:10][CH2:9][CH2:8][NH2:7])=[CH:19][N:18]3[N:17]=[CH:16][N:15]=2)=[CH:26][N:25]=[C:24]2[NH:27][CH:28]=[CH:29][C:23]=12. The yield is 0.530. (9) The reactants are [N+:1]([C:4]1[CH:9]=[CH:8][C:7](Br)=[CH:6][CH:5]=1)([O-:3])=[O:2].[CH3:11][O:12][C:13]1[CH:18]=[CH:17][C:16](B(O)O)=[CH:15][CH:14]=1. No catalyst specified. The product is [N+:1]([C:4]1[CH:9]=[CH:8][C:7]([C:16]2[CH:17]=[CH:18][C:13]([O:12][CH3:11])=[CH:14][CH:15]=2)=[CH:6][CH:5]=1)([O-:3])=[O:2]. The yield is 0.910. (10) The reactants are [NH2:1][C:2]1[N:7]=[C:6]([CH2:8][O:9][Si:10]([C:13]([CH3:16])([CH3:15])[CH3:14])([CH3:12])[CH3:11])[CH:5]=[CH:4][N:3]=1.[H-].[Na+].[CH3:19]I. The catalyst is O1CCCC1.[Cl-].[Na+].O. The product is [Si:10]([O:9][CH2:8][C:6]1[CH:5]=[CH:4][N:3]=[C:2]([NH:1][CH3:19])[N:7]=1)([C:13]([CH3:16])([CH3:15])[CH3:14])([CH3:11])[CH3:12]. The yield is 0.200.